From a dataset of Full USPTO retrosynthesis dataset with 1.9M reactions from patents (1976-2016). Predict the reactants needed to synthesize the given product. (1) Given the product [Cl:1][C:2]1[CH:3]=[CH:4][C:5]([CH2:8][C:9]([C:11]2[CH:12]=[N:13][CH:14]=[CH:15][C:16]=2[C:17]([O:19][CH3:20])=[O:18])=[O:10])=[CH:6][CH:7]=1, predict the reactants needed to synthesize it. The reactants are: [Cl:1][C:2]1[CH:7]=[CH:6][C:5]([CH:8](C(OC(C)(C)C)=O)[C:9]([C:11]2[CH:12]=[N:13][CH:14]=[CH:15][C:16]=2[C:17]([O:19][CH3:20])=[O:18])=[O:10])=[CH:4][CH:3]=1.C(O)(C(F)(F)F)=O. (2) The reactants are: [CH2:1]([O:3][C:4]([C:6]1[C:10]([CH3:11])=[C:9]([CH:12]=[O:13])[O:8][C:7]=1[CH3:14])=[O:5])[CH3:2].S(N)(=O)(=O)[OH:16].Cl([O-])=O.[Na+]. Given the product [CH3:11][C:10]1[C:6]([C:4]([O:3][CH2:1][CH3:2])=[O:5])=[C:7]([CH3:14])[O:8][C:9]=1[C:12]([OH:16])=[O:13], predict the reactants needed to synthesize it. (3) The reactants are: [C:1]([O:20][CH2:21][C:22]([NH:24][NH:25][C:26]([NH2:28])=[O:27])=O)([C:14]1[CH:19]=[CH:18][CH:17]=[CH:16][CH:15]=1)([C:8]1[CH:13]=[CH:12][CH:11]=[CH:10][CH:9]=1)[C:2]1[CH:7]=[CH:6][CH:5]=[CH:4][CH:3]=1.[CH2:29](N=C=O)[CH2:30][CH2:31][CH2:32][CH2:33][CH3:34]. Given the product [CH2:29]([N:28]1[C:26](=[O:27])[NH:25][N:24]=[C:22]1[CH2:21][O:20][C:1]([C:14]1[CH:15]=[CH:16][CH:17]=[CH:18][CH:19]=1)([C:2]1[CH:3]=[CH:4][CH:5]=[CH:6][CH:7]=1)[C:8]1[CH:9]=[CH:10][CH:11]=[CH:12][CH:13]=1)[CH2:30][CH2:31][CH2:32][CH2:33][CH3:34], predict the reactants needed to synthesize it. (4) Given the product [F:8][C:7]1[CH:6]=[C:5]2[C:4](=[CH:3][C:2]=1[F:1])[NH:9][C:10](=[O:13])[CH2:11]2, predict the reactants needed to synthesize it. The reactants are: [F:1][C:2]1[CH:3]=[C:4]([NH:9][C:10](=[O:13])[CH2:11]Cl)[CH:5]=[CH:6][C:7]=1[F:8].[Cl-].[Al+3].[Cl-].[Cl-]. (5) Given the product [C:38]([C:35]1[CH:34]=[CH:33][C:32]([C:26]2[CH:27]=[CH:28][C:29]([O:30][CH3:31])=[C:24]([CH2:22][NH:1][C@H:2]3[CH2:7][CH2:6][N:5]([C:8]([O:10][C:11]([CH3:14])([CH3:13])[CH3:12])=[O:9])[CH2:4][C@H:3]3[C:15]3[CH:16]=[CH:17][C:18]([F:21])=[CH:19][CH:20]=3)[CH:25]=2)=[CH:37][CH:36]=1)#[N:39], predict the reactants needed to synthesize it. The reactants are: [NH2:1][C@H:2]1[CH2:7][CH2:6][N:5]([C:8]([O:10][C:11]([CH3:14])([CH3:13])[CH3:12])=[O:9])[CH2:4][C@H:3]1[C:15]1[CH:20]=[CH:19][C:18]([F:21])=[CH:17][CH:16]=1.[CH:22]([C:24]1[CH:25]=[C:26]([C:32]2[CH:37]=[CH:36][C:35]([C:38]#[N:39])=[CH:34][CH:33]=2)[CH:27]=[CH:28][C:29]=1[O:30][CH3:31])=O.[BH-](OC(C)=O)(OC(C)=O)OC(C)=O.[Na+].C(=O)([O-])O.[Na+].